From a dataset of Reaction yield outcomes from USPTO patents with 853,638 reactions. Predict the reaction yield, written as a fraction of the theoretical maximum amount of product (1.0 means a 100% yield; for example, 0.34 means a 34% yield). The yield is 0.490. The product is [F:16][C:4]1[C:3]([NH:17][C:18]2[N:28]([CH3:29])[C:24]3[CH:23]=[C:22]([N:30]4[CH2:31][CH2:32][CH:33]([F:36])[CH2:34][CH2:35]4)[C:21]([Cl:20])=[CH:27][C:25]=3[N:26]=2)=[C:2]([Cl:1])[CH:15]=[CH:14][C:5]=1[CH2:6][NH:7][C:8](=[O:13])[C:9]([CH3:12])([CH3:11])[CH3:10]. No catalyst specified. The reactants are [Cl:1][C:2]1[CH:15]=[CH:14][C:5]([CH2:6][NH:7][C:8](=[O:13])[C:9]([CH3:12])([CH3:11])[CH3:10])=[C:4]([F:16])[C:3]=1[N:17]=[C:18]=S.[Cl:20][C:21]1[C:22]([N:30]2[CH2:35][CH2:34][CH:33]([F:36])[CH2:32][CH2:31]2)=[CH:23][C:24]([NH:28][CH3:29])=[C:25]([CH:27]=1)[NH2:26].CC(C)N=C=NC(C)C.